The task is: Predict the reactants needed to synthesize the given product.. This data is from Full USPTO retrosynthesis dataset with 1.9M reactions from patents (1976-2016). (1) The reactants are: Cl.[NH:2]1[CH2:7][CH2:6][CH:5]([NH:8][C:9]([C:11]2[C:15]3[N:16]=[CH:17][N:18]=[C:19]([C:20]4[CH:25]=[C:24]([O:26][CH3:27])[C:23]([F:28])=[CH:22][C:21]=4[O:29][CH2:30][CH:31]4[CH2:33][CH2:32]4)[C:14]=3[NH:13][CH:12]=2)=[O:10])[CH2:4][CH2:3]1.[CH3:34][O:35][CH2:36][C:37](Cl)=[O:38]. Given the product [CH3:34][O:35][CH2:36][C:37]([N:2]1[CH2:3][CH2:4][CH:5]([NH:8][C:9]([C:11]2[C:15]3[N:16]=[CH:17][N:18]=[C:19]([C:20]4[CH:25]=[C:24]([O:26][CH3:27])[C:23]([F:28])=[CH:22][C:21]=4[O:29][CH2:30][CH:31]4[CH2:33][CH2:32]4)[C:14]=3[NH:13][CH:12]=2)=[O:10])[CH2:6][CH2:7]1)=[O:38], predict the reactants needed to synthesize it. (2) The reactants are: FC(F)(F)C(O)=O.C(OC([N:15]1[CH2:19][C@H:18]2[N:20]([C:24](=[O:31])[C:25]3[CH:30]=[CH:29][CH:28]=[CH:27][CH:26]=3)[CH2:21][C:22](=[O:23])[C@H:17]2[N:16]1[C:32](=[O:55])[C@@H:33]([NH:38][C:39](=[O:54])[C:40]1[CH:45]=[CH:44][C:43]([NH:46]C(OC(C)(C)C)=O)=[CH:42][CH:41]=1)[CH2:34][CH:35]([CH3:37])[CH3:36])=O)(C)(C)C.C(=O)([O-])O.[Na+]. Given the product [NH2:46][C:43]1[CH:42]=[CH:41][C:40]([C:39]([NH:38][CH:33]([C:32]([N:16]2[C@@H:17]3[C:22](=[O:23])[CH2:21][N:20]([C:24](=[O:31])[C:25]4[CH:26]=[CH:27][CH:28]=[CH:29][CH:30]=4)[C@@H:18]3[CH2:19][NH:15]2)=[O:55])[CH2:34][CH:35]([CH3:37])[CH3:36])=[O:54])=[CH:45][CH:44]=1, predict the reactants needed to synthesize it. (3) Given the product [C:1]([O:5][C:6]([NH:8][C@H:9]([CH2:18][C:19]1[CH:24]=[C:23]([F:25])[C:22]([F:26])=[CH:21][C:20]=1[F:27])[CH2:10][C:11]([OH:13])=[O:12])=[O:7])([CH3:4])([CH3:2])[CH3:3], predict the reactants needed to synthesize it. The reactants are: [C:1]([O:5][C:6]([NH:8][C@H:9]([CH2:18][C:19]1[CH:24]=[C:23]([F:25])[C:22]([F:26])=[CH:21][C:20]=1[F:27])[CH2:10][C:11]([O:13]C(C)(C)C)=[O:12])=[O:7])([CH3:4])([CH3:3])[CH3:2].FC(F)(F)C(O)=O.Cl. (4) Given the product [C:1]([C:5]1[O:9][N:8]=[C:7]([NH:10][C:11]([NH:13][C:14]2[CH:19]=[CH:18][CH:17]=[C:16]([O:20][C:21]3[C:30]4[C:25](=[CH:26][C:27]([O:32][CH3:33])=[C:28]([O:31][CH2:34][C@H:36]5[CH2:37][O:38]5)[CH:29]=4)[N:24]=[CH:23][N:22]=3)[CH:15]=2)=[O:12])[CH:6]=1)([CH3:4])([CH3:2])[CH3:3], predict the reactants needed to synthesize it. The reactants are: [C:1]([C:5]1[O:9][N:8]=[C:7]([NH:10][C:11]([NH:13][C:14]2[CH:19]=[CH:18][CH:17]=[C:16]([O:20][C:21]3[C:30]4[C:25](=[CH:26][C:27]([O:32][CH3:33])=[C:28]([OH:31])[CH:29]=4)[N:24]=[CH:23][N:22]=3)[CH:15]=2)=[O:12])[CH:6]=1)([CH3:4])([CH3:3])[CH3:2].[CH2:34]([C@@H:36]1[O:38][CH2:37]1)Cl. (5) Given the product [CH3:31][O:32][C:33]1[CH:38]=[CH:37][C:36]([NH:39][S:20]([C:15]2[CH:14]=[CH:13][CH:12]=[C:11]3[C:16]=2[CH:17]=[CH:18][CH:19]=[C:10]3[NH:9][C:1](=[O:8])[C:2]2[CH:7]=[CH:6][CH:5]=[CH:4][CH:3]=2)(=[O:22])=[O:21])=[CH:35][CH:34]=1, predict the reactants needed to synthesize it. The reactants are: [C:1]([NH:9][C:10]1[CH:19]=[CH:18][CH:17]=[C:16]2[C:11]=1[CH:12]=[CH:13][CH:14]=[C:15]2[S:20](Cl)(=[O:22])=[O:21])(=[O:8])[C:2]1[CH:7]=[CH:6][CH:5]=[CH:4][CH:3]=1.C(N(CC)CC)C.[CH3:31][O:32][C:33]1[CH:38]=[CH:37][C:36]([NH2:39])=[CH:35][CH:34]=1.